Dataset: Catalyst prediction with 721,799 reactions and 888 catalyst types from USPTO. Task: Predict which catalyst facilitates the given reaction. (1) Reactant: [Cl:1][C:2]1[CH:8]=[CH:7][C:6]([C:9]([F:12])([F:11])[F:10])=[CH:5][C:3]=1[NH2:4].[C:13]1([S:19](Cl)(=[O:21])=[O:20])[CH:18]=[CH:17][CH:16]=[CH:15][CH:14]=1. Product: [Cl:1][C:2]1[CH:8]=[CH:7][C:6]([C:9]([F:10])([F:11])[F:12])=[CH:5][C:3]=1[NH:4][S:19]([C:13]1[CH:18]=[CH:17][CH:16]=[CH:15][CH:14]=1)(=[O:21])=[O:20]. The catalyst class is: 17. (2) Reactant: OCC[CH:4]([OH:6])[CH3:5].C=O.C(O)[C:10]([NH2:15])(CO)[CH2:11][OH:12].[CH3:17][CH2:18][CH2:19][CH2:20][NH:21][C:22]([O:24][CH2:25][C:26]#[C:27][I:28])=[O:23]. Product: [OH:12][CH2:11][CH:10]1[NH:15][CH2:5][CH2:4][O:6]1.[CH2:20]([NH:21][C:22](=[O:23])[O:24][C:25]#[C:26][CH2:27][I:28])[CH2:19][CH2:18][CH3:17]. The catalyst class is: 6. (3) Reactant: [CH:1]1([C:7]([N:9]2[CH2:18][CH2:17][C:16]3[C:11](=[CH:12][CH:13]=[C:14]([C:19](O)=[O:20])[CH:15]=3)[CH2:10]2)=[O:8])[CH2:6][CH2:5][CH2:4][CH2:3][CH2:2]1.C(Cl)CCl.C1C=CC2N(O)N=NC=2C=1.[NH:36]1[CH2:40][CH2:39][CH2:38][C@H:37]1[CH2:41][N:42]1[CH2:46][CH2:45][CH2:44][CH2:43]1. Product: [CH:1]1([C:7]([N:9]2[CH2:18][CH2:17][C:16]3[C:11](=[CH:12][CH:13]=[C:14]([C:19]([N:36]4[CH2:40][CH2:39][CH2:38][C@H:37]4[CH2:41][N:42]4[CH2:46][CH2:45][CH2:44][CH2:43]4)=[O:20])[CH:15]=3)[CH2:10]2)=[O:8])[CH2:6][CH2:5][CH2:4][CH2:3][CH2:2]1. The catalyst class is: 797. (4) Reactant: [CH3:1][O:2][C:3](=[O:24])[CH2:4][CH2:5][N:6]1[C:15]2[C:10](=[CH:11][CH:12]=[C:13]([O:16]CC3C=CC=CC=3)[CH:14]=2)[CH2:9][CH2:8][CH2:7]1.[H][H]. Product: [CH3:1][O:2][C:3](=[O:24])[CH2:4][CH2:5][N:6]1[C:15]2[C:10](=[CH:11][CH:12]=[C:13]([OH:16])[CH:14]=2)[CH2:9][CH2:8][CH2:7]1. The catalyst class is: 19. (5) Reactant: [O:1]=[C:2]1[CH:6]=[CH:5][C:4](=[O:7])[N:3]1[CH2:8][CH2:9][C:10]([NH:12][CH2:13][CH2:14][O:15][CH2:16][CH2:17][O:18][CH2:19][CH2:20][O:21][CH2:22][CH2:23][O:24][CH2:25][CH2:26][C:27]([NH:29][CH2:30][CH2:31][C:32]1[C:40]2[C:35](=[CH:36][CH:37]=[C:38]([O:41][CH3:42])[CH:39]=2)[NH:34][CH:33]=1)=[O:28])=[O:11].[NH2:43][C@@H:44]([CH2:48][SH:49])[C:45]([OH:47])=[O:46]. Product: [NH2:43][C@@H:44]([CH2:48][S:49][CH:6]1[CH2:5][C:4](=[O:7])[N:3]([CH2:8][CH2:9][C:10](=[O:11])[NH:12][CH2:13][CH2:14][O:15][CH2:16][CH2:17][O:18][CH2:19][CH2:20][O:21][CH2:22][CH2:23][O:24][CH2:25][CH2:26][C:27](=[O:28])[NH:29][CH2:30][CH2:31][C:32]2[C:40]3[C:35](=[CH:36][CH:37]=[C:38]([O:41][CH3:42])[CH:39]=3)[NH:34][CH:33]=2)[C:2]1=[O:1])[C:45]([OH:47])=[O:46]. The catalyst class is: 9. (6) Reactant: [F:1][C:2]([F:37])([F:36])[C:3]1[CH:4]=[C:5]([CH:29]=[C:30]([C:32]([F:35])([F:34])[F:33])[CH:31]=1)[CH2:6][N:7]([C@@H:14]1[C:20]2=[CH:21][C:22]3[CH2:23][O:24][CH2:25][C:26]=3[C:27](Br)=[C:19]2[NH:18][CH2:17][CH2:16][CH2:15]1)[C:8]1[N:9]=[N:10][N:11]([CH3:13])[N:12]=1.[F-].[Cs+].[CH3:40]B(O)O. Product: [F:1][C:2]([F:37])([F:36])[C:3]1[CH:4]=[C:5]([CH:29]=[C:30]([C:32]([F:35])([F:34])[F:33])[CH:31]=1)[CH2:6][N:7]([C@@H:14]1[C:20]2=[CH:21][C:22]3[CH2:23][O:24][CH2:25][C:26]=3[C:27]([CH3:40])=[C:19]2[NH:18][CH2:17][CH2:16][CH2:15]1)[C:8]1[N:9]=[N:10][N:11]([CH3:13])[N:12]=1. The catalyst class is: 872.